From a dataset of Reaction yield outcomes from USPTO patents with 853,638 reactions. Predict the reaction yield, written as a fraction of the theoretical maximum amount of product (1.0 means a 100% yield; for example, 0.34 means a 34% yield). (1) The reactants are [P:1]([O-:32])([O-:31])([O:3][CH2:4][N:5]1[CH:14]=[C:13]([C:15]2[CH:20]=[CH:19][C:18]([O:21][CH3:22])=[CH:17][CH:16]=2)[C:12](=[O:23])[C:11]2[C:6]1=[C:7]([O:27][CH2:28][CH2:29][CH3:30])[CH:8]=[C:9]1[CH2:26][CH2:25][CH2:24][C:10]1=2)=[O:2].[OH-].[Na+:34]. The catalyst is C(O)(C)C. The product is [Na+:34].[Na+:34].[P:1]([O-:31])([O-:32])([O:3][CH2:4][N:5]1[CH:14]=[C:13]([C:15]2[CH:16]=[CH:17][C:18]([O:21][CH3:22])=[CH:19][CH:20]=2)[C:12](=[O:23])[C:11]2[C:6]1=[C:7]([O:27][CH2:28][CH2:29][CH3:30])[CH:8]=[C:9]1[CH2:26][CH2:25][CH2:24][C:10]1=2)=[O:2]. The yield is 0.260. (2) The reactants are C(N(CC)CC)C.[C:8]([OH:16])(=O)[C:9]1[CH:14]=[CH:13][CH:12]=[N:11][CH:10]=1.Cl.[CH3:18][NH:19][O:20][CH3:21].ON1C2C=CC=CC=2N=N1.Cl.CNC(N=C=NCC)CCNC. The catalyst is C(#N)C. The product is [CH3:21][O:20][N:19]([CH3:18])[C:8](=[O:16])[C:9]1[CH:14]=[CH:13][CH:12]=[N:11][CH:10]=1. The yield is 0.980. (3) The yield is 0.440. The product is [C:1]12([NH:11][C:12]([C:13]3[CH:18]=[CH:17][C:16]([N:25]4[CH2:30][CH2:29][CH2:28][C@@H:27]([CH2:31][C:32]([O:34][CH3:35])=[O:33])[CH2:26]4)=[N:15][C:14]=3[S:20][CH2:21][CH2:22][CH3:23])=[O:24])[CH2:10][CH:5]3[CH2:6][CH:7]([CH2:9][CH:3]([CH2:4]3)[CH2:2]1)[CH2:8]2. The reactants are [C:1]12([NH:11][C:12](=[O:24])[C:13]3[CH:18]=[CH:17][C:16](Cl)=[N:15][C:14]=3[S:20][CH2:21][CH2:22][CH3:23])[CH2:10][CH:5]3[CH2:6][CH:7]([CH2:9][CH:3]([CH2:4]3)[CH2:2]1)[CH2:8]2.[NH:25]1[CH2:30][CH2:29][CH2:28][C@@H:27]([CH2:31][C:32]([O:34][CH3:35])=[O:33])[CH2:26]1.Cl.C(=O)([O-])[O-].[K+].[K+]. The catalyst is C(#N)CCC.CCOC(C)=O.